Dataset: Full USPTO retrosynthesis dataset with 1.9M reactions from patents (1976-2016). Task: Predict the reactants needed to synthesize the given product. (1) Given the product [OH:22]/[N:21]=[C:16](\[NH2:17])/[C:15]1[CH:18]=[CH:19][C:12]([C@H:9]2[CH2:10][CH2:11][C:5]3([NH:4][C:3](=[O:20])[N:2]([CH3:1])[C:6]3=[O:7])[CH2:8]2)=[CH:13][CH:14]=1, predict the reactants needed to synthesize it. The reactants are: [CH3:1][N:2]1[C:6](=[O:7])[C:5]2([CH2:11][CH2:10][C@H:9]([C:12]3[CH:19]=[CH:18][C:15]([C:16]#[N:17])=[CH:14][CH:13]=3)[CH2:8]2)[NH:4][C:3]1=[O:20].[NH2:21][OH:22]. (2) Given the product [CH3:10][N:3]([CH2:1][CH3:2])[C:4]1[CH:9]=[CH:8][C:7]([C:22]([C:18]2[CH:19]=[CH:20][C:15]([N:14]([CH3:21])[CH2:12][CH3:13])=[CH:16][CH:17]=2)=[O:23])=[CH:6][CH:5]=1, predict the reactants needed to synthesize it. The reactants are: [CH2:1]([NH:3][C:4]1[CH:9]=[CH:8][CH:7]=[CH:6][CH:5]=1)[CH3:2].[CH2:10]=O.[CH2:12]([N:14]([CH3:21])[C:15]1[CH:20]=[CH:19][CH:18]=[CH:17][CH:16]=1)[CH3:13].[C:22](Cl)(Cl)=[O:23].[OH-].[Na+]. (3) Given the product [CH3:7][C:5]([C:9]1[CH:14]=[C:13]([C:16](=[O:18])[CH3:17])[CH:12]=[CH:11][C:10]=1[OH:15])([CH3:8])[CH3:6], predict the reactants needed to synthesize it. The reactants are: [Cl-].[Al+3].[Cl-].[Cl-].[C:5]([C:9]1[CH:14]=[CH:13][CH:12]=[CH:11][C:10]=1[OH:15])([CH3:8])([CH3:7])[CH3:6].[C:16](Cl)(=[O:18])[CH3:17].